This data is from Forward reaction prediction with 1.9M reactions from USPTO patents (1976-2016). The task is: Predict the product of the given reaction. (1) Given the reactants [N:1]1[N:2]([C:6]2[CH:30]=[CH:29][CH:28]=[CH:27][C:7]=2[C:8]([NH:10][CH:11]2[CH2:15][CH2:14][CH2:13][CH:12]2[CH2:16][C:17]2[CH:22]=[C:21](C(F)(F)F)[CH:20]=[CH:19][N:18]=2)=[O:9])[N:3]=[CH:4][CH:5]=1.[F:31][C:32]([F:47])([F:46])C1C=CC(CC2CCCC2N)=NC=1.N1N(C2C=CC=CC=2C(O)=O)N=CC=1, predict the reaction product. The product is: [N:3]1[N:2]([C:6]2[CH:30]=[CH:29][CH:28]=[CH:27][C:7]=2[C:8]([NH:10][CH:11]2[CH2:15][CH2:14][CH2:13][CH:12]2[CH2:16][C:17]2[CH:22]=[CH:21][C:20]([C:32]([F:47])([F:46])[F:31])=[CH:19][N:18]=2)=[O:9])[N:1]=[CH:5][CH:4]=1. (2) Given the reactants [Cl:1][C:2]1[C:3]([NH:15][CH:16]2[CH2:21][CH2:20][N:19]([CH3:22])[CH2:18][CH2:17]2)=[CH:4][C:5]([NH:8]C(=O)C(C)(C)C)=[N:6][CH:7]=1.C([O-])([O-])=O.[Na+].[Na+], predict the reaction product. The product is: [Cl:1][C:2]1[C:3]([NH:15][CH:16]2[CH2:21][CH2:20][N:19]([CH3:22])[CH2:18][CH2:17]2)=[CH:4][C:5]([NH2:8])=[N:6][CH:7]=1.